This data is from Full USPTO retrosynthesis dataset with 1.9M reactions from patents (1976-2016). The task is: Predict the reactants needed to synthesize the given product. (1) Given the product [CH2:33]([C:34]1[CH:35]=[CH:36][CH:37]=[C:32]2[C:56]=1[C:57]([CH2:69][N:70]([CH:78]1[CH2:79][CH2:80]1)[C:71](=[O:77])[O:72][C:73]([CH3:76])([CH3:75])[CH3:74])=[CH:58][N:59]2[CH2:64][CH2:65][CH2:66][O:67][CH3:68])[C:38]1[CH:39]=[CH:40][CH:41]=[CH:42][CH:43]=1, predict the reactants needed to synthesize it. The reactants are: P([O-])([O-])([O-])=O.[K+].[K+].[K+].B1(CC2C=CC=CC=2)C2CCCC1CCC2.C1(P(C2CCCCC2)[C:32]2[CH:37]=[CH:36][CH:35]=[CH:34][C:33]=2[C:38]2[C:43](OC)=[CH:42][CH:41]=[CH:40][C:39]=2OC)CCCCC1.BrC1C=CC=C2[C:56]=1[C:57]([CH2:69][N:70]([CH:78]1[CH2:80][CH2:79]1)[C:71](=[O:77])[O:72][C:73]([CH3:76])([CH3:75])[CH3:74])=[CH:58][N:59]2[CH2:64][CH2:65][CH2:66][O:67][CH3:68]. (2) Given the product [NH2:1][C:2]1[C:10]([CH3:11])=[CH:9][C:8]([CH:12]=[O:13])=[CH:7][C:3]=1[C:4]([OH:6])=[O:5], predict the reactants needed to synthesize it. The reactants are: [NH2:1][C:2]1[C:10]([CH3:11])=[CH:9][CH:8]=[CH:7][C:3]=1[C:4]([OH:6])=[O:5].[CH2:12]=[O:13].C1N2CN3CN(C2)CN1C3.[OH-].[Na+]. (3) Given the product [CH:1]([C:4]1[CH:5]=[C:6]([CH:10]=[CH:11][CH:12]=1)[C:7]#[N:9])([CH3:3])[CH3:2], predict the reactants needed to synthesize it. The reactants are: [CH:1]([C:4]1[CH:5]=[C:6]([CH:10]=[CH:11][CH:12]=1)[C:7]([NH2:9])=O)([CH3:3])[CH3:2].O=P(Cl)(Cl)Cl. (4) Given the product [CH3:45][O:46][CH2:47][O:48][C:49]1[CH:54]=[CH:53][C:52]([C:36]2[C:40]3=[N:41][CH:42]=[CH:43][CH:44]=[C:39]3[NH:38][CH:37]=2)=[CH:51][CH:50]=1, predict the reactants needed to synthesize it. The reactants are: CC(C1C=C(C(C)C)C(C2C=CC=CC=2P(C2CCCCC2)C2CCCCC2)=C(C(C)C)C=1)C.Br[C:36]1[C:40]2=[N:41][CH:42]=[CH:43][CH:44]=[C:39]2[NH:38][CH:37]=1.[CH3:45][O:46][CH2:47][O:48][C:49]1[CH:54]=[CH:53][C:52](B2OC(C)(C)C(C)(C)O2)=[CH:51][CH:50]=1.C([O-])([O-])=O.[Cs+].[Cs+]. (5) Given the product [ClH:39].[F:1][CH:2]([F:5])[CH2:3][NH:4][C:9]([C@H:38]1[CH2:36][CH2:34][NH:33][CH2:37]1)=[O:13], predict the reactants needed to synthesize it. The reactants are: [F:1][CH:2]([F:5])[CH2:3][NH2:4].CN([C:9]([O:13]N1N=NC2C=CC=NC1=2)=[N+](C)C)C.F[P-](F)(F)(F)(F)F.C([N:33]([CH2:37][CH3:38])[CH:34]([CH3:36])C)(C)C.[ClH:39].